This data is from NCI-60 drug combinations with 297,098 pairs across 59 cell lines. The task is: Regression. Given two drug SMILES strings and cell line genomic features, predict the synergy score measuring deviation from expected non-interaction effect. Drug 1: CC1CCC2CC(C(=CC=CC=CC(CC(C(=O)C(C(C(=CC(C(=O)CC(OC(=O)C3CCCCN3C(=O)C(=O)C1(O2)O)C(C)CC4CCC(C(C4)OC)OCCO)C)C)O)OC)C)C)C)OC. Drug 2: C(=O)(N)NO. Cell line: HCT-15. Synergy scores: CSS=22.0, Synergy_ZIP=-5.64, Synergy_Bliss=0.149, Synergy_Loewe=-19.8, Synergy_HSA=0.581.